Dataset: TCR-epitope binding with 47,182 pairs between 192 epitopes and 23,139 TCRs. Task: Binary Classification. Given a T-cell receptor sequence (or CDR3 region) and an epitope sequence, predict whether binding occurs between them. (1) The epitope is YYRRATRRIR. The TCR CDR3 sequence is CASSLRDLTGELFF. Result: 0 (the TCR does not bind to the epitope). (2) The epitope is KLNVGDYFV. The TCR CDR3 sequence is CASSSIGALGSQETQYF. Result: 1 (the TCR binds to the epitope). (3) The epitope is GTSGSPIVNR. The TCR CDR3 sequence is CAISESMGTGTQETQYF. Result: 1 (the TCR binds to the epitope). (4) The epitope is ILHCANFNV. The TCR CDR3 sequence is CASNLGGYEQYF. Result: 1 (the TCR binds to the epitope). (5) The epitope is LLQTGIHVRVSQPSL. The TCR CDR3 sequence is CASSFAPGELFF. Result: 1 (the TCR binds to the epitope).